From a dataset of Catalyst prediction with 721,799 reactions and 888 catalyst types from USPTO. Predict which catalyst facilitates the given reaction. (1) Reactant: [F:1][C:2]([C:6]1[N:11]=[CH:10][CH:9]=[CH:8][N:7]=1)([F:5])[CH2:3]I.[N-:12]=[N+:13]=[N-:14].[Na+].CS(C)=O. Product: [N:12]([CH2:3][C:2]([C:6]1[N:11]=[CH:10][CH:9]=[CH:8][N:7]=1)([F:5])[F:1])=[N+:13]=[N-:14]. The catalyst class is: 6. (2) Reactant: [CH:1]([C@H:4]1[C:20](=[O:21])[O:19][C@H:18]([CH:22]=[CH2:23])[CH2:17][C:16](=[O:24])[NH:15][CH2:14][C:13]2=[N:25][C:10](=[CH:11][S:12]2)[C:9](=[O:26])[NH:8][C:7]([CH3:28])([CH3:27])[C:6](=[O:29])[NH:5]1)([CH3:3])[CH3:2].[Br:30][CH2:31][CH2:32]C=C. Product: [Br:30][CH2:31][CH2:32]/[CH:23]=[CH:22]/[C@@H:18]1[CH2:17][C:16](=[O:24])[NH:15][CH2:14][C:13]2=[N:25][C:10](=[CH:11][S:12]2)[C:9](=[O:26])[NH:8][C:7]([CH3:27])([CH3:28])[C:6](=[O:29])[NH:5][C@@H:4]([CH:1]([CH3:3])[CH3:2])[C:20](=[O:21])[O:19]1. The catalyst class is: 26.